This data is from NCI-60 drug combinations with 297,098 pairs across 59 cell lines. The task is: Regression. Given two drug SMILES strings and cell line genomic features, predict the synergy score measuring deviation from expected non-interaction effect. (1) Drug 1: CN1C(=O)N2C=NC(=C2N=N1)C(=O)N. Drug 2: C1=CN(C=N1)CC(O)(P(=O)(O)O)P(=O)(O)O. Cell line: SR. Synergy scores: CSS=16.4, Synergy_ZIP=-5.63, Synergy_Bliss=-8.48, Synergy_Loewe=-7.61, Synergy_HSA=-7.00. (2) Drug 1: CN(C)C1=NC(=NC(=N1)N(C)C)N(C)C. Drug 2: COC1=C2C(=CC3=C1OC=C3)C=CC(=O)O2. Cell line: HCT-15. Synergy scores: CSS=-5.35, Synergy_ZIP=7.94, Synergy_Bliss=1.02, Synergy_Loewe=-2.32, Synergy_HSA=-3.03. (3) Drug 1: CC(CN1CC(=O)NC(=O)C1)N2CC(=O)NC(=O)C2. Drug 2: C#CCC(CC1=CN=C2C(=N1)C(=NC(=N2)N)N)C3=CC=C(C=C3)C(=O)NC(CCC(=O)O)C(=O)O. Cell line: HOP-62. Synergy scores: CSS=9.13, Synergy_ZIP=-2.98, Synergy_Bliss=-0.539, Synergy_Loewe=2.07, Synergy_HSA=-0.136. (4) Cell line: MDA-MB-231. Synergy scores: CSS=5.19, Synergy_ZIP=-2.28, Synergy_Bliss=-2.42, Synergy_Loewe=-3.00, Synergy_HSA=-2.50. Drug 1: C1CCC(C1)C(CC#N)N2C=C(C=N2)C3=C4C=CNC4=NC=N3. Drug 2: CC1=C(C=C(C=C1)NC(=O)C2=CC=C(C=C2)CN3CCN(CC3)C)NC4=NC=CC(=N4)C5=CN=CC=C5. (5) Drug 1: CN(C)C(=N)N=C(N)N. Drug 2: CC(C)(C1=NC(=CC=C1)N2C3=NC(=NC=C3C(=O)N2CC=C)NC4=CC=C(C=C4)N5CCN(CC5)C)O. Cell line: HT29. Synergy scores: CSS=43.8, Synergy_ZIP=4.54, Synergy_Bliss=7.19, Synergy_Loewe=-15.0, Synergy_HSA=6.59.